The task is: Predict which catalyst facilitates the given reaction.. This data is from Catalyst prediction with 721,799 reactions and 888 catalyst types from USPTO. Reactant: [F:1][C:2]([F:48])([F:47])[C:3]1[CH:4]=[C:5]([C@@H:13]2[C@@H:17]3[CH2:18][CH2:19][CH2:20][C@@H:21]([C:22]4[CH:27]=[C:26]([C:28]([F:31])([F:30])[F:29])[CH:25]=[CH:24][C:23]=4[C:32]4[C:37]([O:38][CH3:39])=[CH:36][CH:35]=[C:34]([CH2:40][CH2:41][C:42]([NH:44][NH2:45])=[O:43])[CH:33]=4)[N:16]3[C:15](=[O:46])[O:14]2)[CH:6]=[C:7]([C:9]([F:12])([F:11])[F:10])[CH:8]=1.CCN(C(C)C)C(C)C.[C:58](Cl)(Cl)=[O:59]. Product: [F:12][C:9]([F:11])([F:10])[C:7]1[CH:6]=[C:5]([C@@H:13]2[C@@H:17]3[CH2:18][CH2:19][CH2:20][C@@H:21]([C:22]4[CH:27]=[C:26]([C:28]([F:31])([F:30])[F:29])[CH:25]=[CH:24][C:23]=4[C:32]4[CH:33]=[C:34]([CH2:40][CH2:41][C:42]5[O:43][C:58](=[O:59])[NH:45][N:44]=5)[CH:35]=[CH:36][C:37]=4[O:38][CH3:39])[N:16]3[C:15](=[O:46])[O:14]2)[CH:4]=[C:3]([C:2]([F:1])([F:47])[F:48])[CH:8]=1. The catalyst class is: 2.